From a dataset of Forward reaction prediction with 1.9M reactions from USPTO patents (1976-2016). Predict the product of the given reaction. (1) Given the reactants [N:1]1C=CC=CC=1.[F:7][C:8]1[CH:14]=[CH:13][C:12]([CH3:15])=[CH:11][C:9]=1N.[CH3:16][S:17](Cl)(=[O:19])=[O:18], predict the reaction product. The product is: [F:7][C:8]1[CH:14]=[CH:13][C:12]([CH3:15])=[C:11]([NH:1][S:17]([CH3:16])(=[O:19])=[O:18])[CH:9]=1. (2) Given the reactants [N:1]1([CH2:6][CH2:7][O:8][C:9]2[CH:14]=[CH:13][C:12]([NH2:15])=[CH:11][CH:10]=2)[CH2:5][CH2:4][CH2:3][CH2:2]1.[O:16]1[CH2:21][CH2:20][CH2:19][CH2:18][CH:17]1[O:22][C:23]1[CH:24]=[C:25]([CH:28]=[CH:29][CH:30]=1)[CH:26]=O.S([O-])([O-])(=O)=O.[Mg+2].[BH4-].[Na+].C(=O)(O)[O-].[Na+], predict the reaction product. The product is: [N:1]1([CH2:6][CH2:7][O:8][C:9]2[CH:10]=[CH:11][C:12]([NH:15][CH2:26][C:25]3[CH:28]=[CH:29][CH:30]=[C:23]([O:22][CH:17]4[CH2:18][CH2:19][CH2:20][CH2:21][O:16]4)[CH:24]=3)=[CH:13][CH:14]=2)[CH2:5][CH2:4][CH2:3][CH2:2]1. (3) Given the reactants [NH2:1][C@H:2]([C:10]([OH:12])=[O:11])[CH2:3][C:4]1[CH:9]=[CH:8][CH:7]=[CH:6][CH:5]=1.C(=O)([O-])[O-].[K+].[K+].O.[CH2:20](Cl)[C:21]1[CH:26]=[CH:25][CH:24]=[CH:23][CH:22]=1, predict the reaction product. The product is: [CH2:20]([O:11][C:10](=[O:12])[C@H:2]([CH2:3][C:4]1[CH:9]=[CH:8][CH:7]=[CH:6][CH:5]=1)[N:1]([CH2:3][C:4]1[CH:9]=[CH:8][CH:7]=[CH:6][CH:5]=1)[CH2:20][C:21]1[CH:26]=[CH:25][CH:24]=[CH:23][CH:22]=1)[C:21]1[CH:26]=[CH:25][CH:24]=[CH:23][CH:22]=1. (4) Given the reactants [C:1]([SiH2:5][O:6][C:7]([CH3:32])([CH3:31])[C:8]1[CH:9]=[C:10]2[C:14](=[CH:15][CH:16]=1)[N:13]([CH3:17])[N:12]=[C:11]2[Sn](CCCC)(CCCC)CCCC)([CH3:4])([CH3:3])[CH3:2].[C:33]([NH:37][C:38]([C:40]1[C:48]2[C:43](=[N:44][CH:45]=[C:46](Br)[N:47]=2)[N:42]([CH2:50][O:51][CH2:52][CH2:53][Si:54]([CH3:57])([CH3:56])[CH3:55])[CH:41]=1)=[O:39])([CH3:36])([CH3:35])[CH3:34], predict the reaction product. The product is: [C:33]([NH:37][C:38]([C:40]1[C:48]2[C:43](=[N:44][CH:45]=[C:46]([C:11]3[C:10]4[C:14](=[CH:15][CH:16]=[C:8]([C:7]([CH3:32])([CH3:31])[O:6][SiH2:5][C:1]([CH3:4])([CH3:3])[CH3:2])[CH:9]=4)[N:13]([CH3:17])[N:12]=3)[N:47]=2)[N:42]([CH2:50][O:51][CH2:52][CH2:53][Si:54]([CH3:57])([CH3:56])[CH3:55])[CH:41]=1)=[O:39])([CH3:36])([CH3:35])[CH3:34].